Dataset: Merck oncology drug combination screen with 23,052 pairs across 39 cell lines. Task: Regression. Given two drug SMILES strings and cell line genomic features, predict the synergy score measuring deviation from expected non-interaction effect. (1) Drug 1: CN1C(=O)C=CC2(C)C3CCC4(C)C(NC(=O)OCC(F)(F)F)CCC4C3CCC12. Drug 2: O=S1(=O)NC2(CN1CC(F)(F)F)C1CCC2Cc2cc(C=CCN3CCC(C(F)(F)F)CC3)ccc2C1. Cell line: RKO. Synergy scores: synergy=11.1. (2) Drug 1: CCC1(O)CC2CN(CCc3c([nH]c4ccccc34)C(C(=O)OC)(c3cc4c(cc3OC)N(C)C3C(O)(C(=O)OC)C(OC(C)=O)C5(CC)C=CCN6CCC43C65)C2)C1. Drug 2: O=C(CCCCCCC(=O)Nc1ccccc1)NO. Cell line: A375. Synergy scores: synergy=-31.3. (3) Drug 1: COc1cc(C2c3cc4c(cc3C(OC3OC5COC(C)OC5C(O)C3O)C3COC(=O)C23)OCO4)cc(OC)c1O. Drug 2: Cn1nnc2c(C(N)=O)ncn2c1=O. Cell line: ZR751. Synergy scores: synergy=-16.4. (4) Drug 1: CCC1(O)CC2CN(CCc3c([nH]c4ccccc34)C(C(=O)OC)(c3cc4c(cc3OC)N(C)C3C(O)(C(=O)OC)C(OC(C)=O)C5(CC)C=CCN6CCC43C65)C2)C1. Drug 2: O=C(O)C1(Cc2cccc(Nc3nccs3)n2)CCC(Oc2cccc(Cl)c2F)CC1. Cell line: A2780. Synergy scores: synergy=5.95. (5) Drug 2: COC1=C2CC(C)CC(OC)C(O)C(C)C=C(C)C(OC(N)=O)C(OC)C=CC=C(C)C(=O)NC(=CC1=O)C2=O. Drug 1: CN(C)C(=N)N=C(N)N. Synergy scores: synergy=-3.00. Cell line: A375. (6) Drug 1: Nc1ccn(C2OC(CO)C(O)C2(F)F)c(=O)n1. Drug 2: CCN(CC)CCNC(=O)c1c(C)[nH]c(C=C2C(=O)Nc3ccc(F)cc32)c1C. Cell line: SKMEL30. Synergy scores: synergy=9.64.